This data is from Full USPTO retrosynthesis dataset with 1.9M reactions from patents (1976-2016). The task is: Predict the reactants needed to synthesize the given product. (1) Given the product [CH2:1]([O:3][C:4]([C:6]1[N:7]([C:16]2[CH:21]=[CH:20][C:19]([CH:22]=[N:28][OH:29])=[CH:18][CH:17]=2)[C:8]2[C:13]([C:14]=1[Cl:15])=[CH:12][CH:11]=[CH:10][CH:9]=2)=[O:5])[CH3:2], predict the reactants needed to synthesize it. The reactants are: [CH2:1]([O:3][C:4]([C:6]1[N:7]([C:16]2[CH:21]=[CH:20][C:19]([CH:22]=O)=[CH:18][CH:17]=2)[C:8]2[C:13]([C:14]=1[Cl:15])=[CH:12][CH:11]=[CH:10][CH:9]=2)=[O:5])[CH3:2].C(O)C.Cl.[NH2:28][OH:29].C(N(CC)CC)C. (2) Given the product [C:14]([C:2]1[CH:3]=[C:4]([CH2:8][C:9]([O:11][CH3:12])=[O:10])[CH:5]=[CH:6][CH:7]=1)#[N:15], predict the reactants needed to synthesize it. The reactants are: Br[C:2]1[CH:3]=[C:4]([CH2:8][C:9]([O:11][CH3:12])=[O:10])[CH:5]=[CH:6][CH:7]=1.N.[CH3:14][N:15](C)C=O. (3) Given the product [Cl:14][C:8]1[CH:9]=[C:10]([F:13])[CH:11]=[CH:12][C:7]=1[C:4]1[C:15]([CH3:16])=[N:27][N:26]([CH3:25])[C:5]=1[NH2:6], predict the reactants needed to synthesize it. The reactants are: C([CH:4]([C:7]1[CH:12]=[CH:11][C:10]([F:13])=[CH:9][C:8]=1[Cl:14])[C:5]#[N:6])(=O)C.[C:15]([O-])(=O)[CH3:16].[Na+].S(O)(O)(=O)=O.[CH3:25][NH:26][NH2:27].O. (4) Given the product [CH2:1]([C:5]1[N:6]([CH2:18][CH2:19][O:20][CH2:21][CH2:22][NH:23][C:24](=[O:30])[O:25][C:26]([CH3:29])([CH3:28])[CH3:27])[C:7]2[C:16]3[CH:15]=[CH:14][CH:13]=[CH:12][C:11]=3[N+:10]([O-:39])=[CH:9][C:8]=2[N:17]=1)[CH2:2][CH2:3][CH3:4], predict the reactants needed to synthesize it. The reactants are: [CH2:1]([C:5]1[N:6]([CH2:18][CH2:19][O:20][CH2:21][CH2:22][NH:23][C:24](=[O:30])[O:25][C:26]([CH3:29])([CH3:28])[CH3:27])[C:7]2[C:16]3[CH:15]=[CH:14][CH:13]=[CH:12][C:11]=3[N:10]=[CH:9][C:8]=2[N:17]=1)[CH2:2][CH2:3][CH3:4].C1C=C(Cl)C=C(C(OO)=[O:39])C=1.C([O-])(O)=O.[Na+]. (5) Given the product [CH:6]([NH:5][C:8](/[N:10]=[C:11]1\[S:12][C:13]([CH3:26])=[CH:14][N:15]\1[C:16]1[CH:21]=[CH:20][C:19]([C:22]([F:24])([F:23])[F:25])=[CH:18][CH:17]=1)=[O:9])([CH3:27])[CH3:7], predict the reactants needed to synthesize it. The reactants are: [I-].C[N+]1[CH:7]=[CH:6][N:5]([C:8](/[N:10]=[C:11]2\[S:12][C:13]([CH3:26])=[CH:14][N:15]\2[C:16]2[CH:21]=[CH:20][C:19]([C:22]([F:25])([F:24])[F:23])=[CH:18][CH:17]=2)=[O:9])C=1.[CH:27](N(C(C)C)CC)(C)C.CC(N)C. (6) Given the product [OH:27][C@H:26]([C:28]1[CH:29]=[CH:30][C:31]([OH:39])=[C:32]([NH:34][S:35]([CH3:38])(=[O:37])=[O:36])[CH:33]=1)[CH2:25][NH:24][CH:19]1[CH2:20][CH2:21][N:16]([C:13]2[CH:14]=[CH:15][C:10]([C:9]([NH:8][C@H:3]([CH2:2][OH:1])[CH2:4][CH:5]([CH3:7])[CH3:6])=[O:23])=[CH:11][CH:12]=2)[CH2:17][CH2:18]1, predict the reactants needed to synthesize it. The reactants are: [OH:1][CH2:2][C@@H:3]([NH:8][C:9](=[O:23])[C:10]1[CH:15]=[CH:14][C:13]([N:16]2[CH2:21][CH2:20][C:19](=O)[CH2:18][CH2:17]2)=[CH:12][CH:11]=1)[CH2:4][CH:5]([CH3:7])[CH3:6].[NH2:24][CH2:25][C@@H:26]([C:28]1[CH:29]=[CH:30][C:31]([OH:39])=[C:32]([NH:34][S:35]([CH3:38])(=[O:37])=[O:36])[CH:33]=1)[OH:27].